This data is from Cav3 T-type calcium channel HTS with 100,875 compounds. The task is: Binary Classification. Given a drug SMILES string, predict its activity (active/inactive) in a high-throughput screening assay against a specified biological target. (1) The result is 0 (inactive). The drug is O(C(C)(C)C)C(=O)C(NC(=O)c1nc[nH]c1C(=O)NCC(OC(C)(C)C)=O)C. (2) The molecule is s1c2c(CC(OC2)(C)C)c(c1NC(=O)c1sccc1)C(OCC)=O. The result is 0 (inactive). (3) The molecule is O=C(Nc1ccc(c2n3CCCCCc3nn2)cc1)Cn1c(=O)c2c(nc1)cccc2. The result is 0 (inactive). (4) The molecule is OC(CN1CCN(CC1)C(c1ccccc1)c1ccccc1)COCc1occc1. The result is 1 (active). (5) The molecule is S(=O)(=O)(Nc1cc2nc3n(CCOC3)c2cc1)C. The result is 0 (inactive). (6) The molecule is S1C(c2c(n([nH]c2C)C2CC(OCC2)(C)C)=NC(=O)C1)c1ccc(OC(C)C)cc1. The result is 0 (inactive). (7) The drug is OC(=O)c1[nH]nc(c2c(n(nc2C)c2ccccc2)C)c1. The result is 0 (inactive). (8) The molecule is Clc1cc(CCNC(=O)CCCC(O)=O)ccc1. The result is 0 (inactive). (9) The compound is S(CC(=O)N1CCCCC1)c1n(N)c(nn1)c1ccncc1. The result is 0 (inactive).